This data is from Full USPTO retrosynthesis dataset with 1.9M reactions from patents (1976-2016). The task is: Predict the reactants needed to synthesize the given product. (1) Given the product [Br:1][C:2]1[CH:3]=[C:4]([CH3:17])[C:5]([C:9]2[C:10](=[O:16])[CH2:11][CH:12]([CH2:29][C:30]#[N:31])[C:13]=2[O:14][CH3:15])=[C:6]([CH3:8])[CH:7]=1, predict the reactants needed to synthesize it. The reactants are: [Br:1][C:2]1[CH:7]=[C:6]([CH3:8])[C:5]([C:9]2[C:10](=[O:16])[CH2:11][CH2:12][C:13]=2[O:14][CH3:15])=[C:4]([CH3:17])[CH:3]=1.C[Si](C)(C)[N-][Si](C)(C)C.[K+].Br[CH2:29][C:30]#[N:31].[NH4+].[Cl-]. (2) Given the product [Cl:20][C:21]1[CH:26]=[C:25]([O:6][CH:5]([C:7]2[CH:12]=[CH:11][CH:10]=[CH:9][C:8]=2[C:13]2[CH:17]=[CH:16][O:15][CH:14]=2)[C:4]([F:3])([F:18])[F:19])[N:24]=[CH:23][N:22]=1, predict the reactants needed to synthesize it. The reactants are: [H-].[Na+].[F:3][C:4]([F:19])([F:18])[CH:5]([C:7]1[CH:12]=[CH:11][CH:10]=[CH:9][C:8]=1[C:13]1[CH:17]=[CH:16][O:15][CH:14]=1)[OH:6].[Cl:20][C:21]1[CH:26]=[C:25](Cl)[N:24]=[CH:23][N:22]=1.O.